From a dataset of Reaction yield outcomes from USPTO patents with 853,638 reactions. Predict the reaction yield, written as a fraction of the theoretical maximum amount of product (1.0 means a 100% yield; for example, 0.34 means a 34% yield). (1) The reactants are [H-].[Na+].[Br:3][C:4]1[N:9]=[C:8]([NH2:10])[CH:7]=[CH:6][CH:5]=1.I[CH3:12]. The catalyst is CN(C=O)C. The product is [Br:3][C:4]1[N:9]=[C:8]([NH:10][CH3:12])[CH:7]=[CH:6][CH:5]=1. The yield is 0.280. (2) The reactants are F[C:2]1(F)[CH2:4][CH:3]1[CH2:5][N:6]1[CH2:10][CH2:9][N:8]([C:11]2[S:12][C:13]([C:17]([O:19]CC)=[O:18])=[C:14]([CH3:16])[N:15]=2)[C:7]1=[O:22].C(N1CCN(C2SC(C(OCC)=O)=C(C)N=2)C1=O)C(C)C. No catalyst specified. The product is [CH2:5]([N:6]1[CH2:10][CH2:9][N:8]([C:11]2[S:12][C:13]([C:17]([OH:19])=[O:18])=[C:14]([CH3:16])[N:15]=2)[C:7]1=[O:22])[CH:3]([CH3:4])[CH3:2]. The yield is 0.960. (3) The reactants are C(Cl)(=O)C(Cl)=O.CS(C)=O.[CH2:11]([O:18][C:19](=[O:26])[C:20]([CH3:25])([CH3:24])[CH2:21][CH2:22][OH:23])[C:12]1[CH:17]=[CH:16][CH:15]=[CH:14][CH:13]=1.C(N(CC)CC)C. The catalyst is ClCCl.O. The product is [CH2:11]([O:18][C:19](=[O:26])[C:20]([CH3:24])([CH3:25])[CH2:21][CH:22]=[O:23])[C:12]1[CH:17]=[CH:16][CH:15]=[CH:14][CH:13]=1. The yield is 0.660. (4) The reactants are Cl.C(O[C:5]([C:7]1[NH:8][CH:9]=[CH:10][C:11]=1[NH2:12])=[O:6])C.[F:13][C:14]1[CH:15]=[C:16]2[C:20](=[CH:21][CH:22]=1)[NH:19][CH:18]=[C:17]2[CH:23]=O.[BH3-]C#N.[Na+].CCN(CC)CC.C([N:44]=[C:45]=[S:46])(=O)C1C=CC=CC=1. The catalyst is CO. The product is [F:13][C:14]1[CH:15]=[C:16]2[C:20](=[CH:21][CH:22]=1)[NH:19][CH:18]=[C:17]2[CH2:23][N:12]1[C:11]2[CH:10]=[CH:9][NH:8][C:7]=2[C:5](=[O:6])[NH:44][C:45]1=[S:46]. The yield is 0.210. (5) The reactants are [N+:1]([C:4]1[CH:14]=[CH:13][C:7]([C:8](OCC)=[O:9])=[CH:6][CH:5]=1)([O-:3])=[O:2].O.[NH2:16][NH2:17]. The catalyst is C(O)C. The product is [N+:1]([C:4]1[CH:14]=[CH:13][C:7]([C:8]([NH:16][NH2:17])=[O:9])=[CH:6][CH:5]=1)([O-:3])=[O:2]. The yield is 0.880. (6) The reactants are Br[C:2]1[CH:3]=[CH:4][C:5]([O:8][CH3:9])=[N:6][CH:7]=1.C([Li])CCC.[O:15]=[C:16]1[CH2:21][CH2:20][N:19]([C:22]([O:24][C:25]([CH3:28])([CH3:27])[CH3:26])=[O:23])[CH2:18][CH2:17]1.O. The catalyst is C(OCC)C.CCCCCC. The product is [OH:15][C:16]1([C:2]2[CH:7]=[N:6][C:5]([O:8][CH3:9])=[CH:4][CH:3]=2)[CH2:17][CH2:18][N:19]([C:22]([O:24][C:25]([CH3:28])([CH3:27])[CH3:26])=[O:23])[CH2:20][CH2:21]1. The yield is 0.420. (7) The reactants are [O:1]=[C:2]1[C:11]2[CH:10]=[C:9]([O:12][CH:13]([CH3:15])[CH3:14])[CH:8]=[C:7]([C:16]([O:18][CH3:19])=[O:17])[C:6]=2[CH2:5][CH2:4][NH:3]1.C1C(=O)N([Cl:27])C(=O)C1. The catalyst is CC(O)=O. The product is [Cl:27][C:10]1[C:11]2[C:2](=[O:1])[NH:3][CH2:4][CH2:5][C:6]=2[C:7]([C:16]([O:18][CH3:19])=[O:17])=[CH:8][C:9]=1[O:12][CH:13]([CH3:15])[CH3:14]. The yield is 0.400. (8) The reactants are [Cl:1][C:2]1[C:3]([CH3:10])=[N:4][C:5](O)=[N:6][C:7]=1[CH3:8].O=P(Cl)(Cl)[Cl:13].N(C1C=CC=CC=1)(CC)CC. No catalyst specified. The product is [Cl:13][C:5]1[N:4]=[C:3]([CH3:10])[C:2]([Cl:1])=[C:7]([CH3:8])[N:6]=1. The yield is 0.830. (9) The product is [CH3:1][O:2][C:3]([C:5]1([C:8]2[CH:13]=[CH:12][C:11]([C:40]3[CH:39]=[CH:38][C:37]([N:32]4[C:31]([NH:30][C:29]([O:28][C@@H:24]([C:26]5[CH:49]=[CH:48][CH:47]=[CH:52][CH:51]=5)[CH3:27])=[O:44])=[C:35]([CH3:36])[N:34]=[N:33]4)=[CH:42][CH:41]=3)=[CH:10][C:9]=2[F:23])[CH2:6][CH2:7]1)=[O:4]. The reactants are [CH3:1][O:2][C:3]([C:5]1([C:8]2[CH:13]=[CH:12][C:11](B3OC(C)(C)C(C)(C)O3)=[CH:10][C:9]=2[F:23])[CH2:7][CH2:6]1)=[O:4].[C:24]([O:28][C:29](=[O:44])[NH:30][C:31]1[N:32]([C:37]2[CH:42]=[CH:41][C:40](Br)=[CH:39][CH:38]=2)[N:33]=[N:34][C:35]=1[CH3:36])([CH3:27])([CH3:26])C.CO[C:47]1[CH:48]=[CH:49]C=[C:51](OC)[C:52]=1[C:47]1[CH:52]=[CH:51]C=[CH:49][C:48]=1P(C1CCCCC1)C1CCCCC1.P([O-])([O-])([O-])=O.[K+].[K+].[K+]. The yield is 0.741. The catalyst is CC([O-])=O.CC([O-])=O.[Pd+2].O.C1(C)C=CC=CC=1. (10) The reactants are C[O:2][C:3]([C@H:5]1[CH2:7][C@H:6]1[C:8]([O:10][C:11]([CH3:14])([CH3:13])[CH3:12])=[O:9])=[O:4].[OH-].[K+]. The catalyst is CO. The product is [C:11]([O:10][C:8]([C@H:6]1[CH2:7][C@H:5]1[C:3]([OH:4])=[O:2])=[O:9])([CH3:14])([CH3:12])[CH3:13]. The yield is 0.857.